From a dataset of Buchwald-Hartwig C-N cross coupling reaction yields with 55,370 reactions. Predict the reaction yield, written as a fraction of the theoretical maximum amount of product (1.0 means a 100% yield; for example, 0.34 means a 34% yield). (1) The reactants are CCc1ccc(I)cc1.Cc1ccc(N)cc1.O=S(=O)(O[Pd]1c2ccccc2-c2ccccc2N~1)C(F)(F)F.CC(C)c1cc(C(C)C)c(-c2ccccc2P(C2CCCCC2)C2CCCCC2)c(C(C)C)c1.CCN=P(N=P(N(C)C)(N(C)C)N(C)C)(N(C)C)N(C)C.Cc1cc(-n2cccc2)no1. No catalyst specified. The product is CCc1ccc(Nc2ccc(C)cc2)cc1. The yield is 0.677. (2) The reactants are Brc1ccccn1.Cc1ccc(N)cc1.O=S(=O)(O[Pd]1c2ccccc2-c2ccccc2N~1)C(F)(F)F.CC(C)c1cc(C(C)C)c(-c2ccccc2P(C(C)(C)C)C(C)(C)C)c(C(C)C)c1.CCN=P(N=P(N(C)C)(N(C)C)N(C)C)(N(C)C)N(C)C.CCOC(=O)c1cnoc1C. No catalyst specified. The product is Cc1ccc(Nc2ccccn2)cc1. The yield is 0.351. (3) The reactants are CCc1ccc(Br)cc1.Cc1ccc(N)cc1.O=S(=O)(O[Pd]1c2ccccc2-c2ccccc2N~1)C(F)(F)F.COc1ccc(OC)c(P([C@]23C[C@H]4C[C@H](C[C@H](C4)C2)C3)[C@]23C[C@H]4C[C@H](C[C@H](C4)C2)C3)c1-c1c(C(C)C)cc(C(C)C)cc1C(C)C.CN(C)C(=NC(C)(C)C)N(C)C.c1ccc2nocc2c1. No catalyst specified. The product is CCc1ccc(Nc2ccc(C)cc2)cc1. The yield is 0.0468. (4) The reactants are CCc1ccc(Br)cc1.Cc1ccc(N)cc1.O=S(=O)(O[Pd]1c2ccccc2-c2ccccc2N~1)C(F)(F)F.CC(C)c1cc(C(C)C)c(-c2ccccc2P(C2CCCCC2)C2CCCCC2)c(C(C)C)c1.CN(C)C(=NC(C)(C)C)N(C)C.CCOC(=O)c1ccon1. No catalyst specified. The product is CCc1ccc(Nc2ccc(C)cc2)cc1. The yield is 0.347.